This data is from Catalyst prediction with 721,799 reactions and 888 catalyst types from USPTO. The task is: Predict which catalyst facilitates the given reaction. (1) Reactant: [Li]CCCC.Br[C:7]1[CH:12]=[CH:11][C:10]([Br:13])=[CH:9][CH:8]=1.[Si:14]([O:21][CH2:22][C@@H:23](/[N:28]=[CH:29]/[CH:30]([F:32])[F:31])[CH2:24][CH:25]([CH3:27])[CH3:26])([C:17]([CH3:20])([CH3:19])[CH3:18])([CH3:16])[CH3:15].[Cl-].[NH4+]. Product: [Br:13][C:10]1[CH:11]=[CH:12][C:7]([C@H:29]([NH:28][C@@H:23]([CH2:24][CH:25]([CH3:27])[CH3:26])[CH2:22][O:21][Si:14]([C:17]([CH3:18])([CH3:19])[CH3:20])([CH3:15])[CH3:16])[CH:30]([F:31])[F:32])=[CH:8][CH:9]=1. The catalyst class is: 1. (2) Product: [O:26]=[C:25]([NH:6][C:5]1[CH:7]=[CH:8][CH:9]=[C:3]([C:2]([F:10])([F:11])[F:1])[CH:4]=1)[CH2:21][C:22]([O:23][CH2:17][CH3:18])=[O:28]. Reactant: [F:1][C:2]([F:11])([F:10])[C:3]1[CH:4]=[C:5]([CH:7]=[CH:8][CH:9]=1)[NH2:6].C(N([CH2:17][CH3:18])CC)C.C([CH:21]([C:25](Cl)=[O:26])[C:22](Cl)=[O:23])C.[OH2:28]. The catalyst class is: 4. (3) The catalyst class is: 1. Reactant: [CH3:1][O:2][C:3]1[CH:8]=[CH:7][C:6]([C:9]2[S:13][C:12]([C:14]([NH:16][C@@H:17]([C:21]([O:23]C)=[O:22])[CH:18]([CH3:20])[CH3:19])=[O:15])=[C:11]([NH:25][C:26]([NH:28][C:29]3[C:34]([CH3:35])=[CH:33][C:32]([CH3:36])=[CH:31][C:30]=3[CH3:37])=[O:27])[CH:10]=2)=[CH:5][CH:4]=1.[OH-].[Li+]. Product: [CH3:1][O:2][C:3]1[CH:4]=[CH:5][C:6]([C:9]2[S:13][C:12]([C:14]([NH:16][C@@H:17]([C:21]([OH:23])=[O:22])[CH:18]([CH3:20])[CH3:19])=[O:15])=[C:11]([NH:25][C:26]([NH:28][C:29]3[C:34]([CH3:35])=[CH:33][C:32]([CH3:36])=[CH:31][C:30]=3[CH3:37])=[O:27])[CH:10]=2)=[CH:7][CH:8]=1. (4) Reactant: [F:1][C:2]1[CH:11]=[CH:10][C:9]2[NH:8][C:7](=[O:12])[C:6]3=[C:13]([CH3:22])[N:14]([CH:16]4[CH2:21][CH2:20][CH2:19][CH2:18][O:17]4)[N:15]=[C:5]3[C:4]=2[CH:3]=1.C([O-])([O-])=O.[Cs+].[Cs+].[C:29]([O:33][C:34](=[O:41])[NH:35][CH2:36][C@@H:37]([CH3:40])[CH2:38]Br)([CH3:32])([CH3:31])[CH3:30]. Product: [C:29]([O:33][C:34](=[O:41])[NH:35][CH2:36][C@@H:37]([CH3:38])[CH2:40][N:8]1[C:9]2[CH:10]=[CH:11][C:2]([F:1])=[CH:3][C:4]=2[C:5]2=[N:15][N:14]([CH:16]3[CH2:21][CH2:20][CH2:19][CH2:18][O:17]3)[C:13]([CH3:22])=[C:6]2[C:7]1=[O:12])([CH3:32])([CH3:31])[CH3:30]. The catalyst class is: 18. (5) Reactant: I[C:2]1[CH:3]=[C:4]2[C:9](=[CH:10][CH:11]=1)[N:8]=[CH:7][CH:6]=[CH:5]2.[CH2:12]([O:14][C:15](=[O:20])[C:16](Br)([F:18])[F:17])[CH3:13].C([O-])([O-])=O.[K+].[K+]. Product: [CH2:12]([O:14][C:15](=[O:20])[C:16]([F:18])([F:17])[C:2]1[CH:3]=[C:4]2[C:9](=[CH:10][CH:11]=1)[N:8]=[CH:7][CH:6]=[CH:5]2)[CH3:13]. The catalyst class is: 16. (6) Reactant: C([O:4][C:5]1[CH:26]=[CH:25][C:8]([C:9]2[CH:10]([CH2:23][CH3:24])[O:11][C:12]3[C:17]([CH:18]=2)=[CH:16][CH:15]=[C:14]([O:19]C(=O)C)[CH:13]=3)=[CH:7][CH:6]=1)(=O)C.[OH-].[K+].C(O)(=O)C. Product: [OH:4][C:5]1[CH:26]=[CH:25][C:8]([C:9]2[CH:10]([CH2:23][CH3:24])[O:11][C:12]3[C:17]([CH:18]=2)=[CH:16][CH:15]=[C:14]([OH:19])[CH:13]=3)=[CH:7][CH:6]=1. The catalyst class is: 24.